From a dataset of Forward reaction prediction with 1.9M reactions from USPTO patents (1976-2016). Predict the product of the given reaction. (1) Given the reactants C([O:3][C:4](=[O:21])[C:5]([CH3:20])([S:7]([C:10]1[CH:11]=[N:12][C:13]([C:16]([F:19])([F:18])[F:17])=[CH:14][CH:15]=1)(=[O:9])=[O:8])[CH3:6])C.O.[OH-].[Li+], predict the reaction product. The product is: [CH3:20][C:5]([S:7]([C:10]1[CH:11]=[N:12][C:13]([C:16]([F:18])([F:19])[F:17])=[CH:14][CH:15]=1)(=[O:8])=[O:9])([CH3:6])[C:4]([OH:21])=[O:3]. (2) Given the reactants [CH3:1][C:2]([CH3:23])([CH3:22])[C:3](=[O:21])[CH2:4][N:5]1[C:14]2[C:9](=[CH:10][N:11]=[CH:12][CH:13]=2)[C:8]2[CH:15]=[C:16]([F:19])[CH:17]=[CH:18][C:7]=2[C:6]1=[O:20].ClC1C=CC=C(C(OO)=[O:32])C=1, predict the reaction product. The product is: [CH3:1][C:2]([CH3:23])([CH3:22])[C:3](=[O:21])[CH2:4][N:5]1[C:14]2[C:9](=[CH:10][N+:11]([O-:32])=[CH:12][CH:13]=2)[C:8]2[CH:15]=[C:16]([F:19])[CH:17]=[CH:18][C:7]=2[C:6]1=[O:20]. (3) The product is: [NH2:5][CH2:4][C:3]1[CH:6]=[CH:7][C:8]([Br:10])=[CH:9][C:2]=1[NH2:1]. Given the reactants [NH2:1][C:2]1[CH:9]=[C:8]([Br:10])[CH:7]=[CH:6][C:3]=1[C:4]#[N:5].B, predict the reaction product. (4) The product is: [C:30]([C:34]1[O:38][N:37]=[C:36]([NH:39][C:40]([NH:42][C:43]2[CH:48]=[CH:47][C:46]([O:49][C:50]3[CH:51]=[CH:52][C:53]([O:56][C:5](=[O:9])[CH3:1])=[CH:58][CH:55]=3)=[CH:45][CH:44]=2)=[O:41])[CH:35]=1)([CH3:32])([CH3:33])[CH3:31]. Given the reactants [C:1]([C:5]1[O:9]N=C(NC(NC2C=CC(OC3C=CC(OCC)=CN=3)=CC=2)=O)C=1)(C)(C)C.[C:30]([C:34]1[O:38][N:37]=[C:36]([NH:39][C:40]([NH:42][C:43]2[CH:48]=[CH:47][C:46]([O:49][C:50]3[CH:51]=[CH:52][C:53](=[O:56])N[CH:55]=3)=[CH:45][CH:44]=2)=[O:41])[CH:35]=1)([CH3:33])([CH3:32])[CH3:31].I[CH2:58]C, predict the reaction product.